From a dataset of Full USPTO retrosynthesis dataset with 1.9M reactions from patents (1976-2016). Predict the reactants needed to synthesize the given product. (1) The reactants are: [CH:1](=O)/[CH:2]=[CH:3]/[CH3:4].[C:6]1([S:12]([C:15]#[N:16])(=[O:14])=[O:13])[CH:11]=[CH:10][CH:9]=[CH:8][CH:7]=1.Cl([O-])(=O)(=O)=O.[Li+]. Given the product [C:6]1([S:12]([C:15]2[CH:4]=[CH:3][CH:2]=[CH:1][N:16]=2)(=[O:13])=[O:14])[CH:7]=[CH:8][CH:9]=[CH:10][CH:11]=1, predict the reactants needed to synthesize it. (2) Given the product [CH3:2][C:3]1[CH:4]=[N:5][C:6]([CH2:12][S+:13]([O-:25])[C:14]2[N-:15][C:16]3[CH:17]=[CH:18][C:19]([O:23][CH3:24])=[CH:20][C:21]=3[N:22]=2)=[C:7]([CH3:11])[C:8]=1[O:9][CH3:10].[CH3:2][C:3]1[CH:4]=[N:5][C:6]([CH2:12][S+:13]([O-:25])[C:14]2[N-:15][C:16]3[CH:17]=[CH:18][C:19]([O:23][CH3:24])=[CH:20][C:21]=3[N:22]=2)=[C:7]([CH3:11])[C:8]=1[O:9][CH3:10].[OH2:26].[OH2:9].[OH2:9].[OH2:9].[Sr+2:33], predict the reactants needed to synthesize it. The reactants are: [Na].[CH3:2][C:3]1[CH:4]=[N:5][C:6]([CH2:12][S+:13]([O-:25])[C:14]2[NH:15][C:16]3[CH:17]=[CH:18][C:19]([O:23][CH3:24])=[CH:20][C:21]=3[N:22]=2)=[C:7]([CH3:11])[C:8]=1[O:9][CH3:10].[OH2:26].O.O.O.O.O.[Cl-].[Sr+2:33].[Cl-]. (3) Given the product [CH3:6][O:7][C:8]1[CH:16]=[C:15]([O:17][CH3:18])[CH:14]=[CH:13][C:9]=1[C:10]([O:12][CH3:19])=[O:11], predict the reactants needed to synthesize it. The reactants are: S(=O)(=O)(O)O.[CH3:6][O:7][C:8]1[CH:16]=[C:15]([O:17][CH3:18])[CH:14]=[CH:13][C:9]=1[C:10]([OH:12])=[O:11].[CH3:19]O. (4) Given the product [CH2:17]([O:16][C:10]1[CH:9]=[C:8]([CH:3]([N:2]2[C:29](=[O:28])[C:24]3[C:25](=[CH:31][CH:32]=[CH:33][C:23]=3[NH:22][C:19](=[O:21])[CH3:20])[C:26]2=[O:27])[CH2:4][CH:5]([OH:7])[CH3:6])[CH:13]=[CH:12][C:11]=1[O:14][CH3:15])[CH3:18], predict the reactants needed to synthesize it. The reactants are: Cl.[NH2:2][CH:3]([C:8]1[CH:13]=[CH:12][C:11]([O:14][CH3:15])=[C:10]([O:16][CH2:17][CH3:18])[CH:9]=1)[CH2:4][CH:5]([OH:7])[CH3:6].[C:19]([NH:22][C:23]1[CH:33]=[CH:32][CH:31]=[C:25]2[C:26]([O:28][C:29](=O)[C:24]=12)=[O:27])(=[O:21])[CH3:20].C(N(CC)CC)C. (5) Given the product [F:20][C:21]1[CH:26]=[CH:25][C:24]([O:27][CH3:28])=[CH:23][C:22]=1[C:29]1[CH:30]=[CH:31][C:32]([O:5][CH2:6][C:7]2[CH:8]=[C:9]([CH:17]=[CH:18][CH:19]=2)[O:10][CH2:11][C:12]([O:14][CH2:15][CH3:16])=[O:13])=[N:33][C:34]=1[CH2:35][C:36]([CH3:39])([CH3:38])[CH3:37], predict the reactants needed to synthesize it. The reactants are: CS([O:5][CH2:6][C:7]1[CH:8]=[C:9]([CH:17]=[CH:18][CH:19]=1)[O:10][CH2:11][C:12]([O:14][CH2:15][CH3:16])=[O:13])(=O)=O.[F:20][C:21]1[CH:26]=[CH:25][C:24]([O:27][CH3:28])=[CH:23][C:22]=1[C:29]1[CH:30]=[CH:31][C:32](O)=[N:33][C:34]=1[CH2:35][C:36]([CH3:39])([CH3:38])[CH3:37].C(=O)([O-])[O-].[K+].[K+].O. (6) Given the product [CH2:9]([O:11][C:12]1[CH:13]=[CH:14][C:15]([CH:7]([CH:25]=[O:24])[C:6]#[N:8])=[CH:21][CH:22]=1)[CH3:10], predict the reactants needed to synthesize it. The reactants are: C([Li])CCC.[C:6](#[N:8])[CH3:7].[CH2:9]([O:11][C:12]1[CH:22]=[CH:21][C:15](C(OCC)=O)=[CH:14][CH:13]=1)[CH3:10].Cl.[O:24]1CCC[CH2:25]1. (7) Given the product [Cl:1][C:2]1[CH:3]=[C:4]([NH:5][C:34]([NH:33][C:27]2[CH:28]=[CH:29][C:30]([F:32])=[CH:31][C:26]=2[F:25])=[O:35])[CH:6]=[C:7]([Cl:24])[C:8]=1[O:9][C:10]1[C:19]2[C:14](=[CH:15][C:16]([O:22][CH3:23])=[C:17]([O:20][CH3:21])[CH:18]=2)[N:13]=[CH:12][CH:11]=1, predict the reactants needed to synthesize it. The reactants are: [Cl:1][C:2]1[CH:3]=[C:4]([CH:6]=[C:7]([Cl:24])[C:8]=1[O:9][C:10]1[C:19]2[C:14](=[CH:15][C:16]([O:22][CH3:23])=[C:17]([O:20][CH3:21])[CH:18]=2)[N:13]=[CH:12][CH:11]=1)[NH2:5].[F:25][C:26]1[CH:31]=[C:30]([F:32])[CH:29]=[CH:28][C:27]=1[N:33]=[C:34]=[O:35]. (8) Given the product [Cl:1][C:2]1[C:3]([C:29]2[CH:34]=[CH:33][CH:32]=[CH:31][CH:30]=2)=[N:4][N:5]([C:7]2[N:28]=[CH:27][CH:26]=[CH:25][C:8]=2[C:9]([NH:11][CH:12]([CH:13]([OH:17])[C:14]([NH:38][O:37][CH3:36])=[O:15])[CH2:18][C:19]2[CH:20]=[CH:21][CH:22]=[CH:23][CH:24]=2)=[O:10])[CH:6]=1, predict the reactants needed to synthesize it. The reactants are: [Cl:1][C:2]1[C:3]([C:29]2[CH:34]=[CH:33][CH:32]=[CH:31][CH:30]=2)=[N:4][N:5]([C:7]2[N:28]=[CH:27][CH:26]=[CH:25][C:8]=2[C:9]([NH:11][CH:12]([CH2:18][C:19]2[CH:24]=[CH:23][CH:22]=[CH:21][CH:20]=2)[CH:13]([OH:17])[C:14](O)=[O:15])=[O:10])[CH:6]=1.Cl.[CH3:36][O:37][NH2:38].